From a dataset of Forward reaction prediction with 1.9M reactions from USPTO patents (1976-2016). Predict the product of the given reaction. (1) Given the reactants [Cl-].O[NH3+].[C:4](=[O:7])([O-])[OH:5].[Na+].[CH2:9]([C:11]1[S:40][C:14]2[N:15]([CH2:25][C:26]3[CH:31]=[CH:30][C:29]([C:32]4[C:33]([C:38]#[N:39])=[CH:34][CH:35]=[CH:36][CH:37]=4)=[CH:28][CH:27]=3)[C:16](=[O:24])[CH:17]3[CH2:23][CH2:22][CH2:21][N:18]3[C:19](=[O:20])[C:13]=2[CH:12]=1)[CH3:10].[N:41]12CCCN=C1CCCCC2, predict the reaction product. The product is: [CH2:9]([C:11]1[S:40][C:14]2[N:15]([CH2:25][C:26]3[CH:31]=[CH:30][C:29]([C:32]4[CH:37]=[CH:36][CH:35]=[CH:34][C:33]=4[C:38]4[NH:41][C:4](=[O:7])[O:5][N:39]=4)=[CH:28][CH:27]=3)[C:16](=[O:24])[CH:17]3[CH2:23][CH2:22][CH2:21][N:18]3[C:19](=[O:20])[C:13]=2[CH:12]=1)[CH3:10]. (2) Given the reactants Cl[C:2]1[C:7]([C:8]([F:11])([F:10])[F:9])=[CH:6][CH:5]=[CH:4][N:3]=1.C([O-])([O-])=O.[K+].[K+].O1[C:22]2([CH2:27][CH2:26][NH:25][CH2:24][CH2:23]2)[O:21]CC1, predict the reaction product. The product is: [F:9][C:8]([F:11])([F:10])[C:7]1[C:2]([N:25]2[CH2:26][CH2:27][C:22](=[O:21])[CH2:23][CH2:24]2)=[N:3][CH:4]=[CH:5][CH:6]=1. (3) Given the reactants [CH3:1][C:2]([O:5][C:6]([N:8]1[CH2:13][CH2:12][N:11]([CH3:14])[CH2:10][CH:9]1[C:15](=[O:20])N(OC)C)=[O:7])([CH3:4])[CH3:3].[O:21]1[C:25]2[CH:26]=[CH:27][CH:28]=[CH:29][C:24]=2[CH:23]=[CH:22]1, predict the reaction product. The product is: [C:2]([O:5][C:6]([N:8]1[CH2:13][CH2:12][N:11]([CH3:14])[CH2:10][CH:9]1[C:15]([C:22]1[O:21][C:25]2[CH:26]=[CH:27][CH:28]=[CH:29][C:24]=2[CH:23]=1)=[O:20])=[O:7])([CH3:1])([CH3:3])[CH3:4]. (4) Given the reactants [F:1][C:2]1[CH:7]=[C:6]([F:8])[CH:5]=[CH:4][C:3]=1[N:9]1[C:13]([C:14]2[S:23][C:22]3[C:21]4[N:24]=[C:25]([C:28]5[CH:29]=[N:30][C:31](F)=[CH:32][CH:33]=5)[CH:26]=[CH:27][C:20]=4[O:19][CH2:18][CH2:17][C:16]=3[CH:15]=2)=[N:12][CH:11]=[N:10]1.[NH:35]1[CH2:39][CH2:38][CH2:37][CH2:36]1, predict the reaction product. The product is: [F:1][C:2]1[CH:7]=[C:6]([F:8])[CH:5]=[CH:4][C:3]=1[N:9]1[C:13]([C:14]2[S:23][C:22]3[C:21]4[N:24]=[C:25]([C:28]5[CH:29]=[N:30][C:31]([N:35]6[CH2:39][CH2:38][CH2:37][CH2:36]6)=[CH:32][CH:33]=5)[CH:26]=[CH:27][C:20]=4[O:19][CH2:18][CH2:17][C:16]=3[CH:15]=2)=[N:12][CH:11]=[N:10]1. (5) Given the reactants [CH3:1][O:2][C:3]1[CH:4]=[CH:5][C:6]2[NH:12][C:11](=[O:13])[N:10]([CH:14]3[CH2:19][CH2:18][NH:17][CH2:16][CH2:15]3)[CH2:9][CH2:8][C:7]=2[CH:20]=1.I[C:22]1[N:27]=[CH:26][N:25]=[C:24]([NH:28][C:29]2[CH:39]=[C:38]([CH3:40])[C:32]3[N:33]([CH3:37])[C:34]([CH3:36])=[N:35][C:31]=3[CH:30]=2)[CH:23]=1.CCN(C(C)C)C(C)C, predict the reaction product. The product is: [CH3:1][O:2][C:3]1[CH:4]=[CH:5][C:6]2[NH:12][C:11](=[O:13])[N:10]([CH:14]3[CH2:19][CH2:18][N:17]([C:22]4[CH:23]=[C:24]([NH:28][C:29]5[CH:39]=[C:38]([CH3:40])[C:32]6[N:33]([CH3:37])[C:34]([CH3:36])=[N:35][C:31]=6[CH:30]=5)[N:25]=[CH:26][N:27]=4)[CH2:16][CH2:15]3)[CH2:9][CH2:8][C:7]=2[CH:20]=1.